Dataset: CYP2C19 inhibition data for predicting drug metabolism from PubChem BioAssay. Task: Regression/Classification. Given a drug SMILES string, predict its absorption, distribution, metabolism, or excretion properties. Task type varies by dataset: regression for continuous measurements (e.g., permeability, clearance, half-life) or binary classification for categorical outcomes (e.g., BBB penetration, CYP inhibition). Dataset: cyp2c19_veith. (1) The compound is COc1ccc(C(=O)N2CCC3(CC2)CCN(C(c2ccccc2)c2ccccc2)CC3)cc1. The result is 0 (non-inhibitor). (2) The result is 1 (inhibitor). The drug is CCC(Sc1nc(C)cc(=O)[nH]1)C(=O)Nc1nc2c(s1)CCCC2. (3) The drug is C[C@@H](N=C(N)N)C(=O)O. The result is 0 (non-inhibitor). (4) The result is 0 (non-inhibitor). The drug is NCCC[C@H](N)CC(=O)N[C@H]1CNC(=O)[C@@H]([C@@H]2C[C@H](O)N=C(N)N2)NC(=O)/C(=C/NC(N)=O)NC(=O)[C@@H](CO)NC(=O)[C@@H](CO)NC1=O. (5) The drug is Cc1nc(Sc2ccccc2)c(C#N)cc1-c1ccccc1. The result is 1 (inhibitor). (6) The molecule is COc1ccc(NC(=O)CSc2nnc(C3CC3)n2-c2ccccc2)cc1. The result is 1 (inhibitor). (7) The compound is NCCC(=O)O. The result is 0 (non-inhibitor). (8) The compound is Cc1ccc(C(=O)c2cc([N+](=O)[O-])ccc2N2CCOCC2)c(C)c1. The result is 1 (inhibitor). (9) The drug is Cc1cc2ccccn2c1C(=O)c1nc(N2CCOCC2)ncc1Cl. The result is 1 (inhibitor).